Dataset: Peptide-MHC class I binding affinity with 185,985 pairs from IEDB/IMGT. Task: Regression. Given a peptide amino acid sequence and an MHC pseudo amino acid sequence, predict their binding affinity value. This is MHC class I binding data. (1) The peptide sequence is RWLPLVSLF. The MHC is HLA-C06:02 with pseudo-sequence HLA-C06:02. The binding affinity (normalized) is 0.0847. (2) The MHC is Mamu-B52 with pseudo-sequence Mamu-B52. The peptide sequence is KEYIPPLIW. The binding affinity (normalized) is 0.481. (3) The peptide sequence is NPANKEESI. The MHC is HLA-A02:16 with pseudo-sequence HLA-A02:16. The binding affinity (normalized) is 0.0847.